Dataset: Retrosynthesis with 50K atom-mapped reactions and 10 reaction types from USPTO. Task: Predict the reactants needed to synthesize the given product. (1) Given the product CCCCCCC(O)CCCCCCCCCCC(=O)OCC(CC)CCCC, predict the reactants needed to synthesize it. The reactants are: CCCCCCC(CCCCCCCCCCC(=O)OCC(CC)CCCC)OC(C)=O. (2) Given the product COc1ccc(SCC(OC)OC)cc1, predict the reactants needed to synthesize it. The reactants are: COC(CBr)OC.COc1ccc(S)cc1. (3) Given the product O=C(c1c(Br)cc(Br)cc1Br)N1C(=O)C2CCC(Br)C(Br)C2C1=O, predict the reactants needed to synthesize it. The reactants are: O=C(Cl)c1c(Br)cc(Br)cc1Br.O=C1NC(=O)C2C1CCC(Br)C2Br. (4) Given the product C[Si](C)(C)CCOCn1ccc2c(-c3cnn(C4(CC#N)CC(N5CCN(C(=O)NC(C(F)(F)F)C(F)(F)F)CC5)C4)c3)ncnc21, predict the reactants needed to synthesize it. The reactants are: C[Si](C)(C)CCOCn1ccc2c(-c3cnn(C4(CC#N)CC(N5CCNCC5)C4)c3)ncnc21.O=C=NC(C(F)(F)F)C(F)(F)F. (5) Given the product Cc1ccc(C)n1Cc1ccccc1, predict the reactants needed to synthesize it. The reactants are: CC(=O)CCC(C)=O.NCc1ccccc1. (6) Given the product COc1cnc(-n2c(=S)[nH]c3cc(C(=O)O)ccc3c2=O)c(OC)c1, predict the reactants needed to synthesize it. The reactants are: COC(=O)c1ccc2c(=O)n(-c3ncc(OC)cc3OC)c(=S)[nH]c2c1. (7) Given the product C[Si](C)(C)C#Cc1cncc(Cl)c1, predict the reactants needed to synthesize it. The reactants are: C#C[Si](C)(C)C.O=S(=O)(Oc1cncc(Cl)c1)C(F)(F)F. (8) Given the product COc1ccc(-c2cc(C(=O)Nc3ccc(OC(F)(F)F)cc3)cnc2N2CC[C@@H](O)C2)cn1, predict the reactants needed to synthesize it. The reactants are: COc1ccc(B(O)O)cn1.O=C(Nc1ccc(OC(F)(F)F)cc1)c1cnc(N2CC[C@@H](O)C2)c(Br)c1. (9) The reactants are: COC(=O)c1ccnc(Cl)c1.Fc1cccc(F)c1C[Zn+]. Given the product COC(=O)c1ccnc(Cc2c(F)cccc2F)c1, predict the reactants needed to synthesize it. (10) The reactants are: COc1cccc(-c2nc(COc3ccc(F)c(C(N)=O)c3F)sc2Br)c1. Given the product COc1cccc(-c2csc(COc3ccc(F)c(C(N)=O)c3F)n2)c1, predict the reactants needed to synthesize it.